Dataset: Peptide-MHC class I binding affinity with 185,985 pairs from IEDB/IMGT. Task: Regression. Given a peptide amino acid sequence and an MHC pseudo amino acid sequence, predict their binding affinity value. This is MHC class I binding data. The peptide sequence is EENLLDFVRF. The MHC is HLA-A02:02 with pseudo-sequence HLA-A02:02. The binding affinity (normalized) is 0.0282.